From a dataset of NCI-60 drug combinations with 297,098 pairs across 59 cell lines. Regression. Given two drug SMILES strings and cell line genomic features, predict the synergy score measuring deviation from expected non-interaction effect. Drug 1: C#CCC(CC1=CN=C2C(=N1)C(=NC(=N2)N)N)C3=CC=C(C=C3)C(=O)NC(CCC(=O)O)C(=O)O. Drug 2: CC1=C(C(=O)C2=C(C1=O)N3CC4C(C3(C2COC(=O)N)OC)N4)N. Cell line: MOLT-4. Synergy scores: CSS=40.3, Synergy_ZIP=0.187, Synergy_Bliss=1.69, Synergy_Loewe=2.16, Synergy_HSA=1.43.